This data is from Forward reaction prediction with 1.9M reactions from USPTO patents (1976-2016). The task is: Predict the product of the given reaction. (1) Given the reactants [Li+].CC([N-]C(C)C)C.[Cl:9][C:10]1[CH:11]=[C:12]([CH2:17][C:18]([O:20][CH3:21])=[O:19])[CH:13]=[C:14]([Cl:16])[CH:15]=1.[CH3:22][O:23][C:24]1[CH:25]=[C:26]([CH:29]=[CH:30][CH:31]=1)[CH2:27]Br.Cl, predict the reaction product. The product is: [CH3:21][O:20][C:18](=[O:19])[CH:17]([C:12]1[CH:11]=[C:10]([Cl:9])[CH:15]=[C:14]([Cl:16])[CH:13]=1)[CH2:27][C:26]1[CH:29]=[CH:30][CH:31]=[C:24]([O:23][CH3:22])[CH:25]=1. (2) The product is: [Br:1][C:2]1[CH:3]=[CH:4][C:5]2[C:6]3[N:13]([CH2:14][CH2:15][CH2:16][O:17][CH:18]([CH3:20])[CH3:19])[C:22]([CH2:21][O:23][CH2:24][CH3:25])=[N:12][C:7]=3[CH:8]=[N:9][C:10]=2[CH:11]=1. Given the reactants [Br:1][C:2]1[CH:11]=[C:10]2[C:5]([C:6]([NH:13][CH2:14][CH2:15][CH2:16][O:17][CH:18]([CH3:20])[CH3:19])=[C:7]([NH2:12])[CH:8]=[N:9]2)=[CH:4][CH:3]=1.[CH2:21]([O:23][CH2:24][C:25](Cl)=O)[CH3:22].C(O)C, predict the reaction product. (3) Given the reactants [CH2:1]([N:8]1[CH2:26][CH2:25][C:11]2[N:12]=[CH:13][N:14]=[C:15]([NH:16][CH2:17][C:18]3[CH:19]=[N:20][C:21](Cl)=[CH:22][CH:23]=3)[C:10]=2[CH2:9]1)[C:2]1[CH:7]=[CH:6][CH:5]=[CH:4][CH:3]=1.[CH3:27][O-:28].[Na+], predict the reaction product. The product is: [CH2:1]([N:8]1[CH2:26][CH2:25][C:11]2[N:12]=[CH:13][N:14]=[C:15]([NH:16][CH2:17][C:18]3[CH:19]=[N:20][C:21]([O:28][CH3:27])=[CH:22][CH:23]=3)[C:10]=2[CH2:9]1)[C:2]1[CH:7]=[CH:6][CH:5]=[CH:4][CH:3]=1. (4) Given the reactants [Cl:1][C:2]1[CH:3]=[CH:4][C:5]2[N:11]3[CH:12]=[CH:13][CH:14]=[C:10]3[C@@H:9]([CH2:15][CH2:16][C:17]([OH:19])=O)[O:8][C@H:7]([C:20]3[CH:25]=[CH:24][CH:23]=[C:22]([O:26][CH3:27])[C:21]=3[O:28][CH3:29])[C:6]=2[CH:30]=1.[NH:31]1[CH2:36][CH2:35][CH:34]([O:37][CH2:38][C:39]([O:41][CH3:42])=[O:40])[CH2:33][CH2:32]1.Cl.C(N=C=NCCCN(C)C)C.ON1C2C=CC=CC=2N=N1, predict the reaction product. The product is: [Cl:1][C:2]1[CH:3]=[CH:4][C:5]2[N:11]3[CH:12]=[CH:13][CH:14]=[C:10]3[C@@H:9]([CH2:15][CH2:16][C:17]([N:31]3[CH2:32][CH2:33][CH:34]([O:37][CH2:38][C:39]([O:41][CH3:42])=[O:40])[CH2:35][CH2:36]3)=[O:19])[O:8][C@H:7]([C:20]3[CH:25]=[CH:24][CH:23]=[C:22]([O:26][CH3:27])[C:21]=3[O:28][CH3:29])[C:6]=2[CH:30]=1. (5) Given the reactants [C:1]([O:5][C:6](=[O:29])[NH:7][C:8]1([C:20]2[CH:25]=[CH:24][CH:23]=[C:22]([C:26]([CH3:28])=[CH2:27])[CH:21]=2)[CH2:12][CH2:11][N:10](CC2C=CC=CC=2)[CH2:9]1)([CH3:4])([CH3:3])[CH3:2].[H][H], predict the reaction product. The product is: [C:1]([O:5][C:6](=[O:29])[NH:7][C:8]1([C:20]2[CH:25]=[CH:24][CH:23]=[C:22]([CH:26]([CH3:27])[CH3:28])[CH:21]=2)[CH2:12][CH2:11][NH:10][CH2:9]1)([CH3:4])([CH3:3])[CH3:2].